Dataset: Full USPTO retrosynthesis dataset with 1.9M reactions from patents (1976-2016). Task: Predict the reactants needed to synthesize the given product. (1) Given the product [F:8][C:5]1[CH:6]=[CH:7][C:2]([N:16]2[CH2:17][CH2:18][CH:14]([OH:13])[CH2:15]2)=[C:3]([C:9]([F:12])([F:11])[F:10])[CH:4]=1, predict the reactants needed to synthesize it. The reactants are: Br[C:2]1[CH:7]=[CH:6][C:5]([F:8])=[CH:4][C:3]=1[C:9]([F:12])([F:11])[F:10].[OH:13][CH:14]1[CH2:18][CH2:17][NH:16][CH2:15]1.C1(P(C2C=CC=CC=2)C2C=CC3C(=CC=CC=3)C=2C2C3C(=CC=CC=3)C=CC=2P(C2C=CC=CC=2)C2C=CC=CC=2)C=CC=CC=1.C(=O)([O-])[O-].[Cs+].[Cs+]. (2) Given the product [ClH:16].[F:17][CH2:18][CH2:19][NH:20][C:13]([C@H:10]1[CH2:11][CH2:12][NH:8][CH2:9]1)=[O:15], predict the reactants needed to synthesize it. The reactants are: C([N:8]1[CH2:12][CH2:11][C@H:10]([C:13]([OH:15])=O)[CH2:9]1)(OC(C)(C)C)=O.[ClH:16].[F:17][CH2:18][CH2:19][NH2:20].CN(C(ON1N=NC2C=CC=NC1=2)=[N+](C)C)C.F[P-](F)(F)(F)(F)F.C(N(CC)C(C)C)(C)C.Cl. (3) The reactants are: Cl[C:2]1[CH:7]=[C:6]([C:8]2[CH:13]=[CH:12][CH:11]=[C:10]([S:14]([CH3:17])(=[O:16])=[O:15])[CH:9]=2)[N:5]=[C:4]([NH:18][C:19]2[CH:24]=[CH:23][C:22]([O:25][C:26]([F:29])([F:28])[F:27])=[CH:21][CH:20]=2)[N:3]=1.[NH:30]1[CH2:35][CH2:34][O:33][CH2:32][CH2:31]1. Given the product [CH3:17][S:14]([C:10]1[CH:9]=[C:8]([C:6]2[CH:7]=[C:2]([N:30]3[CH2:35][CH2:34][O:33][CH2:32][CH2:31]3)[N:3]=[C:4]([NH:18][C:19]3[CH:24]=[CH:23][C:22]([O:25][C:26]([F:29])([F:28])[F:27])=[CH:21][CH:20]=3)[N:5]=2)[CH:13]=[CH:12][CH:11]=1)(=[O:16])=[O:15], predict the reactants needed to synthesize it. (4) Given the product [F:9][C:3]1[CH:4]=[C:5]([F:8])[CH:6]=[CH:7][C:2]=1[C:21]([C:19]1[CH:20]=[N:15][CH:16]=[N:17][CH:18]=1)([C:23]1[CH:28]=[CH:27][C:26]([C:29]2[CH:34]=[CH:33][C:32]([O:35][C:36]([F:39])([F:38])[F:37])=[CH:31][CH:30]=2)=[CH:25][N:24]=1)[OH:22], predict the reactants needed to synthesize it. The reactants are: Br[C:2]1[CH:7]=[CH:6][C:5]([F:8])=[CH:4][C:3]=1[F:9].[Li]CCCC.[N:15]1[CH:20]=[C:19]([C:21]([C:23]2[CH:28]=[CH:27][C:26]([C:29]3[CH:34]=[CH:33][C:32]([O:35][C:36]([F:39])([F:38])[F:37])=[CH:31][CH:30]=3)=[CH:25][N:24]=2)=[O:22])[CH:18]=[N:17][CH:16]=1.